The task is: Predict the reactants needed to synthesize the given product.. This data is from Full USPTO retrosynthesis dataset with 1.9M reactions from patents (1976-2016). (1) Given the product [Cl:11][C:12]1[C:13]2[O:22][CH:3]([C:4]([C:6]3[S:7][CH:8]=[CH:9][CH:10]=3)=[O:5])[O:21][C:14]=2[C:15]([Cl:20])=[C:16]([Cl:19])[C:17]=1[Cl:18], predict the reactants needed to synthesize it. The reactants are: [N+](=[CH:3][C:4]([C:6]1[S:7][CH:8]=[CH:9][CH:10]=1)=[O:5])=[N-].[Cl:11][C:12]1[C:13](=[O:22])[C:14](=[O:21])[C:15]([Cl:20])=[C:16]([Cl:19])[C:17]=1[Cl:18]. (2) Given the product [CH:1]1([C:4]2[CH:5]=[C:6]([CH:7]=[C:8]([O:11][CH2:12][CH3:13])[C:9]=2[I:10])[CH:14]=[O:15])[CH2:2][CH2:3]1, predict the reactants needed to synthesize it. The reactants are: [CH:1]1([C:4]2[CH:5]=[C:6]([CH2:14][OH:15])[CH:7]=[C:8]([O:11][CH2:12][CH3:13])[C:9]=2[I:10])[CH2:3][CH2:2]1.C(N(CC)CC)C.CS(C)=O. (3) Given the product [CH:1]1([NH:5][S:6]([C:9]2[CH:10]=[C:11]3[C:16](=[CH:17][CH:18]=2)[NH:15][CH:14]([C:19]2[CH:20]=[C:21]([NH:29][C:30]([CH3:35])([CH3:34])[C:31]([OH:33])=[O:32])[CH:22]=[C:23]([F:25])[CH:24]=2)[CH2:13][C:12]3([CH3:28])[CH3:27])(=[O:8])=[O:7])[CH2:4][CH2:3][CH2:2]1, predict the reactants needed to synthesize it. The reactants are: [CH:1]1([NH:5][S:6]([C:9]2[CH:10]=[C:11]3[C:16](=[CH:17][CH:18]=2)[NH:15][CH:14]([C:19]2[CH:24]=[C:23]([F:25])[CH:22]=[C:21](Br)[CH:20]=2)[CH2:13][C:12]3([CH3:28])[CH3:27])(=[O:8])=[O:7])[CH2:4][CH2:3][CH2:2]1.[NH2:29][C:30]([CH3:35])([CH3:34])[C:31]([OH:33])=[O:32].C(=O)([O-])[O-].[K+].[K+]. (4) Given the product [C:23]([O:41][C:42]1([C:7]2([C:1]3[CH:2]=[CH:3][CH:4]=[CH:5][CH:6]=3)[S:8][CH2:9][CH2:10][CH2:11][S:12]2)[CH2:47][CH2:46][CH2:45][CH:44]([NH:48][C:49]([O:50][C:51]([CH3:52])([CH3:54])[CH3:53])=[O:55])[CH2:43]1)(=[O:24])[CH3:22], predict the reactants needed to synthesize it. The reactants are: [C:1]1([CH:7]2[S:12][CH2:11][CH2:10][CH2:9][S:8]2)[CH:6]=[CH:5][CH:4]=[CH:3][CH:2]=1.C([N-]C(C)C)(C)C.[Li+].C1C[O:24][CH2:23][CH2:22]1.CCCCCCC.C(C1C=CC=CC=1)C.[O:41]=[C:42]1[CH2:47][CH2:46][CH2:45][CH:44]([NH:48][C:49](=[O:55])[O:50][C:51]([CH3:54])([CH3:53])[CH3:52])[CH2:43]1.C(OC(=O)C)(=O)C. (5) Given the product [OH2:3].[CH3:1][S:2]([OH:5])(=[O:4])=[O:3].[CH2:6]([O:12][C:13]([NH:15][N:16]=[CH:17][C:18]1[CH:19]=[CH:20][C:21]([NH:24][CH2:25][C:26]2[N:30]([CH3:31])[C:29]3[CH:32]=[CH:33][C:34]([C:36]([N:38]([C:46]4[CH:51]=[CH:50][CH:49]=[CH:48][N:47]=4)[CH2:39][CH2:40][C:41]([O:43][CH2:44][CH3:45])=[O:42])=[O:37])=[CH:35][C:28]=3[N:27]=2)=[CH:22][CH:23]=1)=[O:14])[CH2:7][CH2:8][CH2:9][CH2:10][CH3:11].[CH2:44]([O:43][C:41](=[O:42])[CH2:40][CH2:39][N:38]([C:46]1[CH:51]=[CH:50][CH:49]=[CH:48][N:47]=1)[C:36]([C:34]1[CH:33]=[CH:32][C:29]2[N:30]([CH3:31])[C:26]([CH2:25][NH:24][C:21]3[CH:20]=[CH:19][C:18]([CH:17]=[N:16][NH:15][C:13]([O:12][CH2:6][CH2:7][CH2:8][CH2:9][CH2:10][CH3:11])=[O:14])=[CH:23][CH:22]=3)=[N:27][C:28]=2[CH:35]=1)=[O:37])[CH3:45].[CH3:1][S:2]([OH:5])(=[O:4])=[O:3], predict the reactants needed to synthesize it. The reactants are: [CH3:1][S:2]([OH:5])(=[O:4])=[O:3].[CH2:6]([O:12][C:13]([NH:15][N:16]=[CH:17][C:18]1[CH:23]=[CH:22][C:21]([NH:24][CH2:25][C:26]2[N:30]([CH3:31])[C:29]3[CH:32]=[CH:33][C:34]([C:36]([N:38]([C:46]4[CH:51]=[CH:50][CH:49]=[CH:48][N:47]=4)[CH2:39][CH2:40][C:41]([O:43][CH2:44][CH3:45])=[O:42])=[O:37])=[CH:35][C:28]=3[N:27]=2)=[CH:20][CH:19]=1)=[O:14])[CH2:7][CH2:8][CH2:9][CH2:10][CH3:11]. (6) Given the product [CH3:1][O:2][C:3]1[CH:4]=[C:5]([CH2:10][C:11]([OH:15])=[O:13])[CH:6]=[C:7]([CH3:9])[CH:8]=1, predict the reactants needed to synthesize it. The reactants are: [CH3:1][O:2][C:3]1[CH:4]=[C:5]([CH2:10][C:11]#N)[CH:6]=[C:7]([CH3:9])[CH:8]=1.[OH-:13].[K+].[OH2:15].CC(O)C. (7) The reactants are: F[C:2]1[CH:7]=[C:6]([C:8]2[C:16]3[C:11](=[N:12][CH:13]=[CH:14][CH:15]=3)[NH:10][CH:9]=2)[CH:5]=[C:4]([F:17])[N:3]=1.[C@H:18]1([NH2:25])[CH2:23][CH2:22][C@H:21]([NH2:24])[CH2:20][CH2:19]1. Given the product [F:17][C:4]1[N:3]=[C:2]([NH:24][C@H:21]2[CH2:22][CH2:23][C@H:18]([NH2:25])[CH2:19][CH2:20]2)[CH:7]=[C:6]([C:8]2[C:16]3[C:11](=[N:12][CH:13]=[CH:14][CH:15]=3)[NH:10][CH:9]=2)[CH:5]=1, predict the reactants needed to synthesize it.